From a dataset of Catalyst prediction with 721,799 reactions and 888 catalyst types from USPTO. Predict which catalyst facilitates the given reaction. Reactant: [H-].[Na+].[CH2:3]1[C:11]2[C:6](=[CH:7][CH:8]=[CH:9][CH:10]=2)[CH2:5][CH:4]1[NH:12][C:13]1[N:14]=[CH:15][C:16]2[CH2:22][N:21]([C:23]([O:25][CH2:26][CH2:27][CH2:28]Cl)=[O:24])[CH2:20][CH2:19][C:17]=2[N:18]=1.[NH:30]1[CH:34]=[CH:33][N:32]=[CH:31]1.ClCCl. Product: [CH2:3]1[C:11]2[C:6](=[CH:7][CH:8]=[CH:9][CH:10]=2)[CH2:5][CH:4]1[NH:12][C:13]1[N:14]=[CH:15][C:16]2[CH2:22][N:21]([C:23]([O:25][CH2:26][CH2:27][CH2:28][N:30]3[CH:34]=[CH:33][N:32]=[CH:31]3)=[O:24])[CH2:20][CH2:19][C:17]=2[N:18]=1. The catalyst class is: 35.